From a dataset of Catalyst prediction with 721,799 reactions and 888 catalyst types from USPTO. Predict which catalyst facilitates the given reaction. (1) Reactant: Br[C:2]1[CH:15]=[CH:14][C:13]([O:16][CH3:17])=[CH:12][C:3]=1[CH2:4][O:5][CH:6]1[CH2:11][CH2:10][CH2:9][CH2:8][O:7]1.C([Li])CCC.[F:23][C:24]([F:32])([F:31])[C:25]([C:27]([F:30])([F:29])[F:28])=[O:26]. Product: [F:23][C:24]([F:32])([F:31])[C:25]([C:2]1[CH:15]=[CH:14][C:13]([O:16][CH3:17])=[CH:12][C:3]=1[CH2:4][O:5][CH:6]1[CH2:11][CH2:10][CH2:9][CH2:8][O:7]1)([OH:26])[C:27]([F:30])([F:29])[F:28]. The catalyst class is: 7. (2) Reactant: [CH3:1][O:2][C:3]1[CH:40]=[CH:39][C:6]([C:7]([O:22][CH2:23][C@H:24]2[O:28][C@@H:27]([N:29]3[CH:36]=[C:35](I)[C:33](=[O:34])[NH:32][C:30]3=[O:31])[CH2:26][C@@H:25]2[OH:38])([C:16]2[CH:21]=[CH:20][CH:19]=[CH:18][CH:17]=2)[C:8]2[CH:13]=[CH:12][C:11]([O:14][CH3:15])=[CH:10][CH:9]=2)=[CH:5][CH:4]=1.[CH2:41]([NH2:44])[C:42]#[CH:43].C(N(CC)CC)C. Product: [NH2:44][CH2:41][C:42]#[C:43][C:35]1[C:33](=[O:34])[NH:32][C:30](=[O:31])[N:29]([CH:36]=1)[C@@H:27]1[O:28][C@H:24]([CH2:23][O:22][C:7]([C:16]2[CH:21]=[CH:20][CH:19]=[CH:18][CH:17]=2)([C:8]2[CH:13]=[CH:12][C:11]([O:14][CH3:15])=[CH:10][CH:9]=2)[C:6]2[CH:39]=[CH:40][C:3]([O:2][CH3:1])=[CH:4][CH:5]=2)[C@@H:25]([OH:38])[CH2:26]1. The catalyst class is: 555.